From a dataset of Full USPTO retrosynthesis dataset with 1.9M reactions from patents (1976-2016). Predict the reactants needed to synthesize the given product. (1) Given the product [NH2:1][C:2]1[CH:3]=[C:4]2[C:8](=[CH:9][C:10]=1[NH2:11])[C:7](=[O:14])[N:6]([CH2:15][CH2:16][CH2:17][N:18]1[CH2:22][CH2:21][CH2:20][CH2:19]1)[C:5]2=[O:23], predict the reactants needed to synthesize it. The reactants are: [NH2:1][C:2]1[CH:3]=[C:4]2[C:8](=[CH:9][C:10]=1[N+:11]([O-])=O)[C:7](=[O:14])[N:6]([CH2:15][CH2:16][CH2:17][N:18]1[CH2:22][CH2:21][CH2:20][CH2:19]1)[C:5]2=[O:23].IC1C(C=O)=C(OC)N=CC=1. (2) Given the product [F:13][C:10]([F:11])([F:12])[C:8]1[CH:9]=[C:4]([NH2:1])[C:5]([NH2:14])=[N:6][CH:7]=1, predict the reactants needed to synthesize it. The reactants are: [N+:1]([C:4]1[C:5]([NH2:14])=[N:6][CH:7]=[C:8]([C:10]([F:13])([F:12])[F:11])[CH:9]=1)([O-])=O.C([O-])(O)=O.[Na+].